From a dataset of Catalyst prediction with 721,799 reactions and 888 catalyst types from USPTO. Predict which catalyst facilitates the given reaction. Reactant: C(Cl)(=O)C(Cl)=O.CS(C)=O.[F:11][C:12]1[CH:33]=[CH:32][C:15]([O:16][CH2:17][CH:18]([O:25][CH2:26][O:27][CH2:28][CH2:29][O:30][CH3:31])[CH2:19][CH2:20][CH2:21][CH2:22][CH2:23][OH:24])=[CH:14][CH:13]=1. Product: [F:11][C:12]1[CH:13]=[CH:14][C:15]([O:16][CH2:17][CH:18]([O:25][CH2:26][O:27][CH2:28][CH2:29][O:30][CH3:31])[CH2:19][CH2:20][CH2:21][CH2:22][CH:23]=[O:24])=[CH:32][CH:33]=1. The catalyst class is: 2.